This data is from Catalyst prediction with 721,799 reactions and 888 catalyst types from USPTO. The task is: Predict which catalyst facilitates the given reaction. (1) Reactant: [NH2:1][C:2]1[S:3][C:4]([Cl:18])=[C:5]([C:7]2[CH:12]=[CH:11][C:10]([NH:13][S:14]([CH3:17])(=[O:16])=[O:15])=[CH:9][CH:8]=2)[N:6]=1.C1N=CN([C:24]([N:26]2[CH:30]=N[CH:28]=[CH:27]2)=[O:25])C=1.CNCC[CH:35]([C:42]1[CH:47]=[CH:46][CH:45]=[CH:44][CH:43]=1)[C:36]1[CH:41]=[CH:40][CH:39]=[CH:38][CH:37]=1. Product: [Cl:18][C:4]1[S:3][C:2]([NH:1][C:24](=[O:25])[N:26]([CH2:27][CH2:28][CH:35]([C:36]2[CH:41]=[CH:40][CH:39]=[CH:38][CH:37]=2)[C:42]2[CH:47]=[CH:46][CH:45]=[CH:44][CH:43]=2)[CH3:30])=[N:6][C:5]=1[C:7]1[CH:8]=[CH:9][C:10]([NH:13][S:14]([CH3:17])(=[O:15])=[O:16])=[CH:11][CH:12]=1. The catalyst class is: 241. (2) Reactant: [CH:1]1([CH:7]([C:9]2[CH:13]=[C:12]([C:14]3[CH:19]=[CH:18][C:17]([F:20])=[CH:16][N:15]=3)[O:11][C:10]=2[CH3:21])O)[CH2:6][CH2:5][CH2:4][CH2:3][CH2:2]1.S(Cl)([Cl:24])=O. Product: [Cl:24][CH:7]([CH:1]1[CH2:6][CH2:5][CH2:4][CH2:3][CH2:2]1)[C:9]1[CH:13]=[C:12]([C:14]2[CH:19]=[CH:18][C:17]([F:20])=[CH:16][N:15]=2)[O:11][C:10]=1[CH3:21]. The catalyst class is: 11. (3) Reactant: [Cl-].[Al+3].[Cl-].[Cl-].[F:5][C:6]1[CH:11]=[CH:10][C:9]([C:12]2[CH:17]=[CH:16][CH:15]=[CH:14][CH:13]=2)=[CH:8][CH:7]=1.[C:18]([CH2:22][CH2:23][C:24](Cl)=[O:25])([O:20][CH3:21])=[O:19]. Product: [F:5][C:6]1[CH:7]=[CH:8][C:9]([C:12]2[CH:17]=[CH:16][C:15]([C:24](=[O:25])[CH2:23][CH2:22][C:18]([O:20][CH3:21])=[O:19])=[CH:14][CH:13]=2)=[CH:10][CH:11]=1. The catalyst class is: 4. (4) Reactant: [CH3:1][C:2]12[C:14]3[C:6](=[CH:7][C:8]([NH:15][C:16]([C:18]4[S:22][C:21]([C:23]([O:25]C)=[O:24])=[CH:20][CH:19]=4)=[O:17])=[CH:9][C:10]=3[CH2:11][CH2:12][CH2:13]1)[CH2:5][CH2:4][CH2:3]2.[OH-].[Na+].Cl. The catalyst class is: 8. Product: [CH3:1][C:2]12[C:14]3[C:6](=[CH:7][C:8]([NH:15][C:16]([C:18]4[S:22][C:21]([C:23]([OH:25])=[O:24])=[CH:20][CH:19]=4)=[O:17])=[CH:9][C:10]=3[CH2:11][CH2:12][CH2:13]1)[CH2:5][CH2:4][CH2:3]2. (5) Reactant: Br[C:2]1[CH:7]=[CH:6][CH:5]=[C:4]([Br:8])[N:3]=1.[CH:9]1([C:14]#[CH:15])[CH2:13][CH2:12][CH2:11][CH2:10]1.C(N(CC)CC)C. Product: [Br:8][C:4]1[CH:5]=[CH:6][CH:7]=[C:2]([C:15]#[C:14][CH:9]2[CH2:13][CH2:12][CH2:11][CH2:10]2)[N:3]=1. The catalyst class is: 654. (6) Reactant: [Cl:1][C:2]1[CH:7]=[CH:6][C:5]([C:8]([N:15]2[C:23]3[C:18](=[C:19]([NH:24][S:25]([CH3:28])(=[O:27])=[O:26])[CH:20]=[CH:21][CH:22]=3)[CH:17]=[CH:16]2)([CH2:13][CH3:14])[C:9]([O:11]C)=O)=[CH:4][CH:3]=1.[CH3:29][Li]. Product: [Cl:1][C:2]1[CH:7]=[CH:6][C:5]([C:8]([N:15]2[C:23]3[C:18](=[C:19]([NH:24][S:25]([CH3:28])(=[O:27])=[O:26])[CH:20]=[CH:21][CH:22]=3)[CH:17]=[CH:16]2)([CH2:13][CH3:14])[C:9](=[O:11])[CH3:29])=[CH:4][CH:3]=1. The catalyst class is: 1. (7) Reactant: [F:1][C:2]([F:15])([F:14])[S:3]([O:6]S(C(F)(F)F)(=O)=O)(=[O:5])=[O:4].[CH3:16][C:17]1[C:22]([CH3:23])=[C:21]([N+:24]([O-:26])=[O:25])[CH:20]=[CH:19][C:18]=1O.C(N(CC)CC)C.Cl. Product: [CH3:16][C:17]1[C:22]([CH3:23])=[C:21]([N+:24]([O-:26])=[O:25])[CH:20]=[CH:19][C:18]=1[O:6][S:3]([C:2]([F:15])([F:14])[F:1])(=[O:5])=[O:4]. The catalyst class is: 4.